This data is from Forward reaction prediction with 1.9M reactions from USPTO patents (1976-2016). The task is: Predict the product of the given reaction. (1) The product is: [Cl:1][C:2]1[CH:3]=[CH:4][C:5]([S:8][C:9]2[CH:14]=[CH:13][CH:12]=[CH:11][C:10]=2/[CH:15]=[CH:16]/[C:17]([NH:20][CH2:21][CH:22]([OH:25])[CH2:23][CH3:24])=[O:19])=[CH:6][CH:7]=1. Given the reactants [Cl:1][C:2]1[CH:7]=[CH:6][C:5]([S:8][C:9]2[CH:14]=[CH:13][CH:12]=[CH:11][C:10]=2[CH:15]=[CH:16][C:17]([OH:19])=O)=[CH:4][CH:3]=1.[NH2:20][CH2:21][CH:22]([OH:25])[CH2:23][CH3:24], predict the reaction product. (2) Given the reactants [Li]C(CC)C.C1CCCCC1.[CH2:12]([N:14]([CH2:24][CH3:25])[C:15](=[O:23])[C:16]1[CH:21]=[CH:20][CH:19]=[CH:18][C:17]=1[Cl:22])[CH3:13].CN(CCN(C)C)C.[CH3:34][Sn:35](Cl)([CH3:37])[CH3:36], predict the reaction product. The product is: [Cl:22][C:17]1[CH:18]=[CH:19][CH:20]=[C:21]([Sn:35]([CH3:37])([CH3:36])[CH3:34])[C:16]=1[C:15]([N:14]([CH2:12][CH3:13])[CH2:24][CH3:25])=[O:23]. (3) The product is: [ClH:25].[CH3:24][CH:22]([S:19]([C:16]1[S:15][C:14]([N:11]2[CH2:10][CH2:9][NH:8][CH2:13][CH2:12]2)=[N:18][CH:17]=1)(=[O:20])=[O:21])[CH3:23]. Given the reactants C(OC([N:8]1[CH2:13][CH2:12][N:11]([C:14]2[S:15][C:16]([S:19]([CH:22]([CH3:24])[CH3:23])(=[O:21])=[O:20])=[CH:17][N:18]=2)[CH2:10][CH2:9]1)=O)(C)(C)C.[ClH:25], predict the reaction product. (4) Given the reactants [CH2:1]([N:3]([CH:34]1[CH2:39][CH2:38][O:37][CH2:36][CH2:35]1)[C:4]1[C:5]([CH3:33])=[C:6]([CH:22]=[C:23]([C:25]#[C:26][CH:27]2[CH2:32][CH2:31][NH:30][CH2:29][CH2:28]2)[CH:24]=1)[C:7]([NH:9][CH2:10][C:11]1[C:12](=[O:21])[NH:13][C:14]([CH3:20])=[CH:15][C:16]=1[CH:17]([CH3:19])[CH3:18])=[O:8])[CH3:2].[CH3:40][C@H:41]1[CH2:43][O:42]1, predict the reaction product. The product is: [CH2:1]([N:3]([CH:34]1[CH2:39][CH2:38][O:37][CH2:36][CH2:35]1)[C:4]1[C:5]([CH3:33])=[C:6]([CH:22]=[C:23]([C:25]#[C:26][CH:27]2[CH2:28][CH2:29][N:30]([CH2:40][C@@H:41]([OH:42])[CH3:43])[CH2:31][CH2:32]2)[CH:24]=1)[C:7]([NH:9][CH2:10][C:11]1[C:12](=[O:21])[NH:13][C:14]([CH3:20])=[CH:15][C:16]=1[CH:17]([CH3:19])[CH3:18])=[O:8])[CH3:2].